This data is from Full USPTO retrosynthesis dataset with 1.9M reactions from patents (1976-2016). The task is: Predict the reactants needed to synthesize the given product. Given the product [Cl:1][C:2]1[C:3]([NH:36][C@@H:32]2[CH2:33][CH2:34][CH2:35][N:30]([CH2:29][CH:23]3[CH2:24][CH2:25][CH2:26][CH2:27][CH2:28]3)[CH2:31]2)=[N:4][CH:5]=[C:6]([CH:10]=1)[C:7]([O:9][CH2:13][CH3:14])=[O:8], predict the reactants needed to synthesize it. The reactants are: [Cl:1][C:2]1[C:3](Cl)=[N:4][CH:5]=[C:6]([CH:10]=1)[C:7]([OH:9])=[O:8].I[CH2:13][CH3:14].C(=O)([O-])[O-].[K+].[K+].Cl.Cl.[CH:23]1([CH2:29][N:30]2[CH2:35][CH2:34][CH2:33][C@@H:32]([NH2:36])[CH2:31]2)[CH2:28][CH2:27][CH2:26][CH2:25][CH2:24]1.